Dataset: Blood-brain barrier permeability classification from the B3DB database. Task: Regression/Classification. Given a drug SMILES string, predict its absorption, distribution, metabolism, or excretion properties. Task type varies by dataset: regression for continuous measurements (e.g., permeability, clearance, half-life) or binary classification for categorical outcomes (e.g., BBB penetration, CYP inhibition). Dataset: b3db_classification. (1) The compound is O=C(Cc1ccc(Cl)c(Cl)c1)N1CCc2[nH]cnc2[C@@H]1CN1CCCC1. The result is 0 (does not penetrate BBB). (2) The compound is CC(=O)O[C@@]12CO[C@@H]1C[C@H](O)[C@@]1(C)C(=O)[C@H](O)C3=C(C)[C@@H](OC(=O)[C@H](O)[C@@H](NC(=O)OC(C)(C)C)c4ccccc4)C[C@@](O)([C@@H](OC(=O)c4ccccc4)[C@@H]12)C3(C)C. The result is 0 (does not penetrate BBB). (3) The drug is CN[C@H]1[C@H](O)[C@H](O[C@@H]2[C@@H](N)C[C@@H](N)[C@H](O[C@@H]3O[C@@H](CN)CC[C@@H]3N)[C@H]2O)OC[C@@]1(C)O. The result is 0 (does not penetrate BBB).